Dataset: Full USPTO retrosynthesis dataset with 1.9M reactions from patents (1976-2016). Task: Predict the reactants needed to synthesize the given product. Given the product [Cl:1][C:2]1[N:7]=[CH:6][C:5](/[CH:33]=[CH:32]/[C:31]([O:35][CH2:36][CH3:37])=[O:34])=[CH:4][N:3]=1, predict the reactants needed to synthesize it. The reactants are: [Cl:1][C:2]1[N:7]=[CH:6][C:5](I)=[CH:4][N:3]=1.C1(C)C=CC=CC=1P(C1C=CC=CC=1C)C1C=CC=CC=1C.[C:31]([O:35][CH2:36][CH3:37])(=[O:34])[CH:32]=[CH2:33].C(N(CC)C(C)C)(C)C.